From a dataset of Aqueous solubility values for 9,982 compounds from the AqSolDB database. Regression/Classification. Given a drug SMILES string, predict its absorption, distribution, metabolism, or excretion properties. Task type varies by dataset: regression for continuous measurements (e.g., permeability, clearance, half-life) or binary classification for categorical outcomes (e.g., BBB penetration, CYP inhibition). For this dataset (solubility_aqsoldb), we predict Y. (1) The molecule is C.[Nb]. The Y is -7.64 log mol/L. (2) The drug is CCC(=O)Nc1cccc(Nc2cc(S(=O)(=O)[O-])c(N)c3c2C(=O)c2ccccc2C3=O)c1.[Na+]. The Y is -2.69 log mol/L. (3) The Y is -2.45 log mol/L. The compound is CCOc1ccc(C(=O)O)cc1. (4) The compound is OCC1CC2CC1C1CCC(CO)C21. The Y is -1.25 log mol/L. (5) The compound is N#CCCN(CCC#N)C(CCC(=O)O)C(=O)O. The Y is -0.228 log mol/L. (6) The compound is COc1cc(Cl)c(Cl)c(Cl)c1O. The Y is -3.66 log mol/L. (7) The compound is COP(=O)(OC)OC=C(Cl)Cl. The Y is -1.34 log mol/L.